Dataset: Peptide-MHC class II binding affinity with 134,281 pairs from IEDB. Task: Regression. Given a peptide amino acid sequence and an MHC pseudo amino acid sequence, predict their binding affinity value. This is MHC class II binding data. (1) The peptide sequence is NILDIDLRPASAWTL. The MHC is DRB1_0301 with pseudo-sequence DRB1_0301. The binding affinity (normalized) is 0.879. (2) The peptide sequence is VKQIKVRVDMVRHRI. The MHC is DRB1_0301 with pseudo-sequence DRB1_0301. The binding affinity (normalized) is 0.872.